From a dataset of Full USPTO retrosynthesis dataset with 1.9M reactions from patents (1976-2016). Predict the reactants needed to synthesize the given product. (1) The reactants are: C(=[N:14][C:15]1[N:16]=[C:17]2[C:23]([Cl:24])=[CH:22][N:21]([CH2:25][O:26][CH2:27][CH2:28][Si:29]([CH3:32])([CH3:31])[CH3:30])[C:18]2=[N:19][CH:20]=1)(C1C=CC=CC=1)C1C=CC=CC=1.CC([O-])=O.[Na+].NO.Cl. Given the product [Cl:24][C:23]1[C:17]2[C:18](=[N:19][CH:20]=[C:15]([NH2:14])[N:16]=2)[N:21]([CH2:25][O:26][CH2:27][CH2:28][Si:29]([CH3:32])([CH3:31])[CH3:30])[CH:22]=1, predict the reactants needed to synthesize it. (2) The reactants are: [O:1]=[C:2]1[C:11]2[C:6](=[CH:7][CH:8]=[CH:9][CH:10]=2)[N:5]=[C:4]([CH2:12][CH2:13][CH2:14][C:15]([OH:17])=O)[NH:3]1.[NH2:18][C@H:19]1[CH2:24][CH2:23][C@H:22]([O:25][C:26]2[CH:33]=[CH:32][CH:31]=[CH:30][C:27]=2[C:28]#[N:29])[CH2:21][CH2:20]1. Given the product [C:28]([C:27]1[CH:30]=[CH:31][CH:32]=[CH:33][C:26]=1[O:25][C@H:22]1[CH2:21][CH2:20][C@H:19]([NH:18][C:15](=[O:17])[CH2:14][CH2:13][CH2:12][C:4]2[NH:3][C:2](=[O:1])[C:11]3[C:6](=[CH:7][CH:8]=[CH:9][CH:10]=3)[N:5]=2)[CH2:24][CH2:23]1)#[N:29], predict the reactants needed to synthesize it. (3) Given the product [C:16]([O:15][C@@H:9]1[C@@H:10]([O:11][C:12](=[O:14])[CH3:13])[C@H:5]([O:4][C:1](=[O:3])[CH3:2])[C@@H:6]([O:36][CH3:35])[O:7][C@H:8]1[C:19]1[CH:24]=[CH:23][C:22]([Cl:25])=[C:21]([CH2:26][C:27]2[CH:32]=[CH:31][C:30]([OH:33])=[CH:29][CH:28]=2)[CH:20]=1)(=[O:18])[CH3:17], predict the reactants needed to synthesize it. The reactants are: [C:1]([O:4][C@H:5]1[C@H:10]([O:11][C:12](=[O:14])[CH3:13])[C@@H:9]([O:15][C:16](=[O:18])[CH3:17])[C@H:8]([C:19]2[CH:24]=[CH:23][C:22]([Cl:25])=[C:21]([CH2:26][C:27]3[CH:32]=[CH:31][C:30]([OH:33])=[CH:29][CH:28]=3)[CH:20]=2)[O:7][CH:6]1Br)(=[O:3])[CH3:2].[CH3:35][OH:36]. (4) Given the product [NH2:25][C:26]1[N:30]([C:31]2[CH:32]=[CH:33][C:34]([F:37])=[CH:35][CH:36]=2)[N:29]=[CH:28][C:27]=1[C:38]([NH:50][CH2:51][C:52]([OH:70])([C:53]([F:54])([F:55])[F:56])[CH2:57][C:58]([C:61]1[CH:66]=[C:65]([F:67])[CH:64]=[CH:63][C:62]=1[O:68][CH3:69])([CH3:60])[CH3:59])=[O:40], predict the reactants needed to synthesize it. The reactants are: CN(C(ON1N=NC2C=CC=NC1=2)=[N+](C)C)C.F[P-](F)(F)(F)(F)F.[NH2:25][C:26]1[N:30]([C:31]2[CH:36]=[CH:35][C:34]([F:37])=[CH:33][CH:32]=2)[N:29]=[CH:28][C:27]=1[C:38]([OH:40])=O.CCN(C(C)C)C(C)C.[NH2:50][CH2:51][C:52]([OH:70])([CH2:57][C:58]([C:61]1[CH:66]=[C:65]([F:67])[CH:64]=[CH:63][C:62]=1[O:68][CH3:69])([CH3:60])[CH3:59])[C:53]([F:56])([F:55])[F:54]. (5) Given the product [CH:10]([O:13][C:14]([N:16]1[C:25]2[C:20](=[CH:21][C:22]([C:26]([F:27])([F:28])[F:29])=[CH:23][CH:24]=2)[C@H:19]([N:30]([CH2:31][C:32]2[CH:37]=[C:36]([C:38]([F:41])([F:40])[F:39])[CH:35]=[C:34]([C:42]([F:45])([F:43])[F:44])[CH:33]=2)[C:2]#[N:1])[CH2:18][C@@H:17]1[CH:46]1[CH2:47][CH2:48]1)=[O:15])([CH3:12])[CH3:11], predict the reactants needed to synthesize it. The reactants are: [N:1]#[C:2]Br.CC(C)([O-])C.[K+].[CH:10]([O:13][C:14]([N:16]1[C:25]2[C:20](=[CH:21][C:22]([C:26]([F:29])([F:28])[F:27])=[CH:23][CH:24]=2)[C@H:19]([NH:30][CH2:31][C:32]2[CH:37]=[C:36]([C:38]([F:41])([F:40])[F:39])[CH:35]=[C:34]([C:42]([F:45])([F:44])[F:43])[CH:33]=2)[CH2:18][C@@H:17]1[CH:46]1[CH2:48][CH2:47]1)=[O:15])([CH3:12])[CH3:11].O.